Dataset: Forward reaction prediction with 1.9M reactions from USPTO patents (1976-2016). Task: Predict the product of the given reaction. (1) The product is: [C:1]1([CH:7]([NH:11][C:12]2[CH:17]=[CH:16][CH:15]=[CH:14][CH:13]=2)[C:8]([O:10][C@H:20]2[CH:21]3[CH2:24][CH2:25][N:18]([CH2:23][CH2:22]3)[CH2:19]2)=[O:9])[CH:2]=[CH:3][CH:4]=[CH:5][CH:6]=1. Given the reactants [C:1]1([CH:7]([NH:11][C:12]2[CH:17]=[CH:16][CH:15]=[CH:14][CH:13]=2)[C:8]([OH:10])=[O:9])[CH:6]=[CH:5][CH:4]=[CH:3][CH:2]=1.[N:18]12[CH2:25][CH2:24][CH:21]([CH2:22][CH2:23]1)[C@@H:20](O)[CH2:19]2.C1(P(C2C=CC=CC=2)C2C=CC=CC=2)C=CC=CC=1.N(/C(OCC)=O)=N\C(OCC)=O, predict the reaction product. (2) The product is: [Cl:1][C:2]1[CH:3]=[C:4]([C:9]2[CH:14]=[C:13]([C:15]([F:16])([F:17])[F:18])[N:12]3[N:19]=[CH:20][C:21]([C:22]#[C:23][C:25]4[C:26]([F:36])=[CH:27][C:28]([F:35])=[C:29]([S:31]([NH2:34])(=[O:32])=[O:33])[CH:30]=4)=[C:11]3[N:10]=2)[CH:5]=[CH:6][C:7]=1[Cl:8]. Given the reactants [Cl:1][C:2]1[CH:3]=[C:4]([C:9]2[CH:14]=[C:13]([C:15]([F:18])([F:17])[F:16])[N:12]3[N:19]=[CH:20][C:21]([C:22]#[CH:23])=[C:11]3[N:10]=2)[CH:5]=[CH:6][C:7]=1[Cl:8].Br[C:25]1[C:26]([F:36])=[CH:27][C:28]([F:35])=[C:29]([S:31]([NH2:34])(=[O:33])=[O:32])[CH:30]=1, predict the reaction product. (3) The product is: [Cl:1][C:2]1[CH:15]=[CH:14][C:5]([CH2:6][N:7]2[CH2:12][CH2:11][CH:10]([NH:13][C:31](=[O:32])[C:29]3[CH:28]=[CH:27][N:26]=[C:25]([N:19]4[CH2:20][CH2:21][O:22][CH2:23][CH2:24]4)[CH:30]=3)[CH2:9][CH2:8]2)=[CH:4][C:3]=1[O:16][CH2:17][CH3:18]. Given the reactants [Cl:1][C:2]1[CH:15]=[CH:14][C:5]([CH2:6][N:7]2[CH2:12][CH2:11][CH:10]([NH2:13])[CH2:9][CH2:8]2)=[CH:4][C:3]=1[O:16][CH2:17][CH3:18].[N:19]1([C:25]2[CH:30]=[C:29]([C:31](O)=[O:32])[CH:28]=[CH:27][N:26]=2)[CH2:24][CH2:23][O:22][CH2:21][CH2:20]1, predict the reaction product. (4) The product is: [CH3:18][O:17][C:13]1[CH:12]=[C:11]2[C:16](=[CH:15][CH:14]=1)[C:7](=[O:9])[CH2:6][CH:5]([CH2:4][CH2:3][C:2]([F:1])([F:20])[F:19])[CH2:10]2. Given the reactants [F:1][C:2]([F:20])([F:19])[CH2:3][CH2:4][CH:5]([CH2:10][C:11]1[CH:16]=[CH:15][CH:14]=[C:13]([O:17][CH3:18])[CH:12]=1)[CH2:6][C:7]([OH:9])=O.C(Cl)(=O)C(Cl)=O.[Al+3].[Cl-].[Cl-].[Cl-], predict the reaction product.